Dataset: Forward reaction prediction with 1.9M reactions from USPTO patents (1976-2016). Task: Predict the product of the given reaction. (1) Given the reactants [C:1]([O:4][C:5]1[CH:13]=[CH:12][CH:11]=[CH:10][C:6]=1[C:7]([OH:9])=[O:8])(=[O:3])[CH3:2].C(N(CC)CC)C.ClC(OCC)=O.O[CH2:28][CH2:29][CH2:30][NH:31][C:32](=[O:41])[O:33][CH2:34][C:35]1[CH:40]=[CH:39][CH:38]=[CH:37][CH:36]=1, predict the reaction product. The product is: [C:1]([O:4][C:5]1[CH:13]=[CH:12][CH:11]=[CH:10][C:6]=1[C:7]([O:9][CH2:28][CH2:29][CH2:30][NH:31][C:32]([O:33][CH2:34][C:35]1[CH:36]=[CH:37][CH:38]=[CH:39][CH:40]=1)=[O:41])=[O:8])(=[O:3])[CH3:2]. (2) The product is: [C:28]([OH:42])(=[O:27])/[CH:31]=[CH:35]/[C:34]([OH:37])=[O:36].[F:1][C:2]1[C:7]([O:8][CH3:9])=[CH:6][CH:5]=[CH:4][C:3]=1[C:10]1[N:14]([S:15]([C:18]2[CH:19]=[N:20][CH:21]=[CH:22][CH:23]=2)(=[O:17])=[O:16])[CH:13]=[C:12]([CH2:24][NH:25][CH3:26])[CH:11]=1. Given the reactants [F:1][C:2]1[C:7]([O:8][CH3:9])=[CH:6][CH:5]=[CH:4][C:3]=1[C:10]1[N:14]([S:15]([C:18]2[CH:19]=[N:20][CH:21]=[CH:22][CH:23]=2)(=[O:17])=[O:16])[CH:13]=[C:12]([CH2:24][N:25](C)[C:26](=O)[O:27][C:28]([CH3:31])(C)C)[CH:11]=1.[C:34]([O:37]CC)(=[O:36])[CH3:35].Cl.C[OH:42], predict the reaction product. (3) Given the reactants Br[CH2:2][CH2:3][CH2:4][CH2:5][O:6][C:7]1[CH:12]=[CH:11][N:10]2[N:13]=[CH:14][CH:15]=[C:9]2[CH:8]=1.[F:16][C:17]([F:31])([F:30])[C:18]1[CH:19]=[C:20]([N:24]2[CH2:29][CH2:28][NH:27][CH2:26][CH2:25]2)[CH:21]=[CH:22][CH:23]=1, predict the reaction product. The product is: [F:31][C:17]([F:16])([F:30])[C:18]1[CH:19]=[C:20]([N:24]2[CH2:29][CH2:28][N:27]([CH2:2][CH2:3][CH2:4][CH2:5][O:6][C:7]3[CH:12]=[CH:11][N:10]4[N:13]=[CH:14][CH:15]=[C:9]4[CH:8]=3)[CH2:26][CH2:25]2)[CH:21]=[CH:22][CH:23]=1. (4) Given the reactants [NH:1]1[C:9]2[C:4](=[CH:5][CH:6]=[CH:7][C:8]=2[C:10]([OH:12])=O)[CH:3]=[CH:2]1.CN(C)CCCN=C=NCC.N1(O)C2C=CC=CC=2N=N1.[C:34]([O:38][C:39]([CH3:42])([CH3:41])[CH3:40])(=[O:37])[NH:35][NH2:36], predict the reaction product. The product is: [NH:1]1[C:9]2[C:4](=[CH:5][CH:6]=[CH:7][C:8]=2[C:10]([NH:36][NH:35][C:34]([O:38][C:39]([CH3:42])([CH3:41])[CH3:40])=[O:37])=[O:12])[CH:3]=[CH:2]1. (5) Given the reactants [CH2:1]([O:3][C:4](=[O:24])[CH2:5][O:6][C:7]1[CH:12]=[CH:11][C:10]([S:13][CH2:14][C:15]2[CH:20]=[C:19]([OH:21])[CH:18]=[C:17](Br)[CH:16]=2)=[CH:9][C:8]=1[CH3:23])[CH3:2].[CH2:25]([N:28]1[CH2:33][CH2:32][O:31][CH2:30][CH2:29]1)[C:26]#[CH:27], predict the reaction product. The product is: [CH2:1]([O:3][C:4](=[O:24])[CH2:5][O:6][C:7]1[CH:12]=[CH:11][C:10]([S:13][CH2:14][C:15]2[CH:16]=[C:17]([C:27]#[C:26][CH2:25][N:28]3[CH2:33][CH2:32][O:31][CH2:30][CH2:29]3)[CH:18]=[C:19]([OH:21])[CH:20]=2)=[CH:9][C:8]=1[CH3:23])[CH3:2]. (6) Given the reactants [N+:1]([C:4]1[C:5]([N:13]2[CH2:18][CH2:17][CH2:16][C@H:15]([NH:19][C:20](=[O:26])[O:21][C:22]([CH3:25])([CH3:24])[CH3:23])[CH2:14]2)=[C:6]2[CH2:12][CH2:11][CH2:10][C:7]2=[N:8][CH:9]=1)([O-])=O.[NH4+].[Cl-], predict the reaction product. The product is: [NH2:1][C:4]1[C:5]([N:13]2[CH2:18][CH2:17][CH2:16][C@H:15]([NH:19][C:20](=[O:26])[O:21][C:22]([CH3:24])([CH3:23])[CH3:25])[CH2:14]2)=[C:6]2[CH2:12][CH2:11][CH2:10][C:7]2=[N:8][CH:9]=1. (7) Given the reactants [F-].C([N+](CCCC)(CCCC)CCCC)CCC.[Si]([O:36][CH2:37][CH2:38][O:39][CH2:40][C@H:41]([O:52][C:53]1[N:58]=[CH:57][N:56]=[C:55]2[N:59]([C:62]3[CH:67]=[CH:66][CH:65]=[C:64]([Cl:68])[C:63]=3[Cl:69])[N:60]=[CH:61][C:54]=12)[C:42]([NH:44][C:45]1[CH:50]=[CH:49][C:48]([Cl:51])=[CH:47][N:46]=1)=[O:43])(C(C)(C)C)(C1C=CC=CC=1)C1C=CC=CC=1.[Cl-].[NH4+], predict the reaction product. The product is: [Cl:51][C:48]1[CH:49]=[CH:50][C:45]([NH:44][C:42](=[O:43])[C@@H:41]([O:52][C:53]2[N:58]=[CH:57][N:56]=[C:55]3[N:59]([C:62]4[CH:67]=[CH:66][CH:65]=[C:64]([Cl:68])[C:63]=4[Cl:69])[N:60]=[CH:61][C:54]=23)[CH2:40][O:39][CH2:38][CH2:37][OH:36])=[N:46][CH:47]=1.